From a dataset of Forward reaction prediction with 1.9M reactions from USPTO patents (1976-2016). Predict the product of the given reaction. (1) Given the reactants [CH3:1][C:2]1[NH:6][C:5]2[CH:7]=[C:8]([C:12]3[CH:13]=[C:14]([CH:20]=[CH:21][CH:22]=3)[C:15]([O:17][CH2:18][CH3:19])=[O:16])[CH:9]=[C:10]([CH3:11])[C:4]=2[N:3]=1.Cl[CH2:24][C:25]1[N:26]=[C:27]([C:31]2[CH:36]=[CH:35][CH:34]=[CH:33][CH:32]=2)[O:28][C:29]=1[CH3:30], predict the reaction product. The product is: [CH3:1][C:2]1[N:6]([CH2:24][C:25]2[N:26]=[C:27]([C:31]3[CH:36]=[CH:35][CH:34]=[CH:33][CH:32]=3)[O:28][C:29]=2[CH3:30])[C:5]2[CH:7]=[C:8]([C:12]3[CH:13]=[C:14]([CH:20]=[CH:21][CH:22]=3)[C:15]([O:17][CH2:18][CH3:19])=[O:16])[CH:9]=[C:10]([CH3:11])[C:4]=2[N:3]=1. (2) Given the reactants [Cl:1][C:2]1[CH:3]=[CH:4][C:5]([C:23]#[N:24])=[C:6]([C:8]2[C:13]([O:14][CH3:15])=[CH:12][N:11]([CH:16]([CH2:20][CH3:21])[C:17](O)=[O:18])[C:10](=[O:22])[CH:9]=2)[CH:7]=1.[F:25][C:26]1[CH:31]=[CH:30][C:29]([C:32]2[N:33]=[C:34]3[CH:39]=[CH:38][C:37]([NH2:40])=[CH:36][N:35]3[CH:41]=2)=[CH:28][CH:27]=1.C(P1(=O)OP(CCC)(=O)OP(CCC)(=O)O1)CC, predict the reaction product. The product is: [Cl:1][C:2]1[CH:3]=[CH:4][C:5]([C:23]#[N:24])=[C:6]([C:8]2[C:13]([O:14][CH3:15])=[CH:12][N:11]([CH:16]([CH2:20][CH3:21])[C:17]([NH:40][C:37]3[CH:38]=[CH:39][C:34]4[N:35]([CH:41]=[C:32]([C:29]5[CH:28]=[CH:27][C:26]([F:25])=[CH:31][CH:30]=5)[N:33]=4)[CH:36]=3)=[O:18])[C:10](=[O:22])[CH:9]=2)[CH:7]=1. (3) Given the reactants [CH:1]1([OH:7])[CH2:6][CH2:5][CH2:4][CH2:3][CH2:2]1.Cl[C:9]1[C:18]2[C:13](=[CH:14][C:15]([O:19][CH3:20])=[CH:16][CH:17]=2)[CH:12]=[C:11]([NH:21][C:22]2[CH:26]=[C:25]([CH3:27])[NH:24][N:23]=2)[N:10]=1, predict the reaction product. The product is: [CH:1]1([O:7][C:9]2[C:18]3[C:13](=[CH:14][C:15]([O:19][CH3:20])=[CH:16][CH:17]=3)[CH:12]=[C:11]([NH:21][C:22]3[CH:26]=[C:25]([CH3:27])[NH:24][N:23]=3)[N:10]=2)[CH2:6][CH2:5][CH2:4][CH2:3][CH2:2]1. (4) Given the reactants [BH4-].[Na+].[F:3][C@H:4]1[CH2:9][C@H:8]2[C@H:10]3[C@H:20]([CH2:21][CH2:22][C@:6]2([CH3:7])[C:5]1=[O:24])[C@:18]1([CH3:19])[C:13]([CH2:14][CH2:15][CH2:16][CH2:17]1)=[CH:12][CH:11]3[OH:23], predict the reaction product. The product is: [F:3][C@@H:4]1[CH2:9][C@H:8]2[C@H:10]3[C@H:20]([CH2:21][CH2:22][C@:6]2([CH3:7])[C:5]1=[O:24])[C@:18]1([CH3:19])[C:13]([CH2:14][CH2:15][CH2:16][CH2:17]1)=[CH:12][C@H:11]3[OH:23]. (5) Given the reactants [Cl:1][C:2]1[CH:22]=[CH:21][C:5]2[NH:6][C:7](=[O:20])[CH:8]([CH2:12][C:13]3[CH:18]=[CH:17][CH:16]=[CH:15][C:14]=3[Cl:19])[NH:9][C:10](=[O:11])[C:4]=2[CH:3]=1.C(=O)([O-])[O-].[K+].[K+].Br[CH2:30][CH2:31][O:32][C:33](=[O:35])[CH3:34], predict the reaction product. The product is: [C:33]([O:32][CH2:31][CH2:30][N:6]1[C:5]2[CH:21]=[CH:22][C:2]([Cl:1])=[CH:3][C:4]=2[C:10](=[O:11])[NH:9][CH:8]([CH2:12][C:13]2[CH:18]=[CH:17][CH:16]=[CH:15][C:14]=2[Cl:19])[C:7]1=[O:20])(=[O:35])[CH3:34]. (6) The product is: [CH:33]1([NH:36][C:9]2[C:8]3[C:13](=[CH:14][C:15]([F:16])=[C:6]([NH:5][CH2:4][C:3]4[C:2]([CH3:1])=[CH:31][CH:30]=[CH:29][C:28]=4[CH3:32])[CH:7]=3)[N:12]=[C:11]([N:17]3[CH:21]=[C:20]([C:22]([OH:24])=[O:23])[CH:19]=[N:18]3)[N:10]=2)[CH2:35][CH2:34]1. Given the reactants [CH3:1][C:2]1[CH:31]=[CH:30][CH:29]=[C:28]([CH3:32])[C:3]=1[CH2:4][NH:5][C:6]1[CH:7]=[C:8]2[C:13](=[CH:14][C:15]=1[F:16])[N:12]=[C:11]([N:17]1[CH:21]=[C:20]([C:22]([O:24]CC)=[O:23])[CH:19]=[N:18]1)[NH:10][C:9]2=O.[CH:33]1([NH2:36])[CH2:35][CH2:34]1, predict the reaction product. (7) Given the reactants [F:1][C:2]1[CH:3]=[C:4]([N:9]2[CH2:13][C@H:12]([CH2:14][N:15]3[CH:19]=[CH:18][N:17]=[N:16]3)[O:11][C:10]2=[O:20])[CH:5]=[CH:6][C:7]=1I.[Si:21]([O:28][CH2:29][CH:30]1[O:34][N:33]=[C:32]([C:35]2[CH:40]=[CH:39][C:38]([Sn](C)(C)C)=[CH:37][C:36]=2[O:45][CH3:46])[CH2:31]1)([C:24]([CH3:27])([CH3:26])[CH3:25])([CH3:23])[CH3:22], predict the reaction product. The product is: [Si:21]([O:28][CH2:29][CH:30]1[O:34][N:33]=[C:32]([C:35]2[CH:40]=[CH:39][C:38]([C:7]3[CH:6]=[CH:5][C:4]([N:9]4[CH2:13][C@H:12]([CH2:14][N:15]5[CH:19]=[CH:18][N:17]=[N:16]5)[O:11][C:10]4=[O:20])=[CH:3][C:2]=3[F:1])=[CH:37][C:36]=2[O:45][CH3:46])[CH2:31]1)([C:24]([CH3:27])([CH3:26])[CH3:25])([CH3:23])[CH3:22]. (8) Given the reactants [C:1]([C:3]1[CH:4]=[C:5]2[C:10](=[CH:11][CH:12]=1)[O:9][C:8]([CH3:14])([CH3:13])[CH2:7][C:6]2([CH3:16])[CH3:15])#[CH:2].C[O:18][C:19](=[O:28])[C:20]1C=CC(I)=CC=1F.C(N(CC)CC)C.O1CCCC1.[CH3:41][CH2:42][CH2:43][CH2:44][CH2:45][CH3:46], predict the reaction product. The product is: [CH3:13][C:8]1([CH3:14])[CH2:7][C:6]([CH3:16])([CH3:15])[C:5]2[C:10](=[CH:11][CH:12]=[C:3]([C:1]#[C:2][C:43]3[CH:42]=[CH:41][C:46]([CH2:20][C:19]([OH:28])=[O:18])=[CH:45][CH:44]=3)[CH:4]=2)[O:9]1. (9) Given the reactants [CH3:1][C:2]1[CH:38]=[CH:37][C:5]([S:6][CH:7]([CH2:12][C:13]2[CH:18]=[CH:17][C:16]([O:19][CH2:20][CH2:21][NH:22][C:23](=[O:36])[C:24]3[CH:29]=[CH:28][C:27]([C:30]4[CH:35]=[CH:34][CH:33]=[CH:32][N:31]=4)=[CH:26][CH:25]=3)=[CH:15][CH:14]=2)[C:8]([O:10]C)=[O:9])=[CH:4][CH:3]=1.[OH-].[Na+], predict the reaction product. The product is: [CH3:1][C:2]1[CH:3]=[CH:4][C:5]([S:6][CH:7]([CH2:12][C:13]2[CH:14]=[CH:15][C:16]([O:19][CH2:20][CH2:21][NH:22][C:23](=[O:36])[C:24]3[CH:29]=[CH:28][C:27]([C:30]4[CH:35]=[CH:34][CH:33]=[CH:32][N:31]=4)=[CH:26][CH:25]=3)=[CH:17][CH:18]=2)[C:8]([OH:10])=[O:9])=[CH:37][CH:38]=1.